Dataset: Forward reaction prediction with 1.9M reactions from USPTO patents (1976-2016). Task: Predict the product of the given reaction. Given the reactants [NH:1]1[CH2:6][CH2:5][CH:4]([N:7]2[C:15]3[C:10](=[N:11][CH:12]=[CH:13][CH:14]=3)[NH:9][C:8]2=[O:16])[CH2:3][CH2:2]1.Cl[C:18]1[CH:23]=[C:22]([C:24]([C:26]2[CH:36]=[C:35]([CH3:37])[C:29]3[N:30]([CH3:34])[C:31](=[O:33])[O:32][C:28]=3[CH:27]=2)=[O:25])[CH:21]=[C:20]([O:38][CH3:39])[N:19]=1, predict the reaction product. The product is: [CH3:34][N:30]1[C:29]2[C:35]([CH3:37])=[CH:36][C:26]([C:24]([C:22]3[CH:21]=[C:20]([O:38][CH3:39])[N:19]=[C:18]([N:1]4[CH2:2][CH2:3][CH:4]([N:7]5[C:15]6[C:10](=[N:11][CH:12]=[CH:13][CH:14]=6)[NH:9][C:8]5=[O:16])[CH2:5][CH2:6]4)[CH:23]=3)=[O:25])=[CH:27][C:28]=2[O:32][C:31]1=[O:33].